From a dataset of Forward reaction prediction with 1.9M reactions from USPTO patents (1976-2016). Predict the product of the given reaction. The product is: [CH3:7][C:6]1[CH:5]=[CH:4][N:3]=[C:19]2[C:18](=[O:20])[C:17]3[CH:16]=[CH:15][CH:14]=[CH:13][C:12]=3[C:11](=[O:21])[C:10]=12. Given the reactants CN(C)[N:3]=[CH:4]/[CH:5]=[CH:6]/[CH3:7].Br[C:10]1[C:11](=[O:21])[C:12]2[C:17]([C:18](=[O:20])[CH:19]=1)=[CH:16][CH:15]=[CH:14][CH:13]=2, predict the reaction product.